From a dataset of Reaction yield outcomes from USPTO patents with 853,638 reactions. Predict the reaction yield, written as a fraction of the theoretical maximum amount of product (1.0 means a 100% yield; for example, 0.34 means a 34% yield). (1) The reactants are [N+:1]([C:4]1[CH:5]=[C:6](B(O)O)[CH:7]=[CH:8][CH:9]=1)([O-:3])=[O:2].FC(F)(F)S(O[C:19]1[CH2:24][CH2:23][N:22]([C:25]([O:27][C:28]([CH3:31])([CH3:30])[CH3:29])=[O:26])[CH2:21][CH:20]=1)(=O)=O.C(Cl)Cl.C([O-])([O-])=O.[K+].[K+]. The catalyst is C1C=CC(P(C2C=CC=CC=2)[C-]2C=CC=C2)=CC=1.C1C=CC(P(C2C=CC=CC=2)[C-]2C=CC=C2)=CC=1.Cl[Pd]Cl.[Fe+2]. The product is [N+:1]([C:4]1[CH:5]=[C:6]([C:19]2[CH2:24][CH2:23][N:22]([C:25]([O:27][C:28]([CH3:31])([CH3:30])[CH3:29])=[O:26])[CH2:21][CH:20]=2)[CH:7]=[CH:8][CH:9]=1)([O-:3])=[O:2]. The yield is 0.720. (2) The reactants are [F:1][C:2]1[C:7]2[N:8]=[N:9][S:10][C:6]=2[CH:5]=[C:4]2[NH:11][C:12](=[O:22])[N:13]([C:14]3[CH:19]=[CH:18][C:17]([Br:20])=[CH:16][C:15]=3[Cl:21])[C:3]=12.C(N(CC)CC)C.[CH:30]1([S:33](Cl)(=[O:35])=[O:34])[CH2:32][CH2:31]1. The catalyst is C(Cl)Cl.CN(C1C=CN=CC=1)C. The product is [CH:30]1([S:33]([N:11]2[C:4]3=[CH:5][C:6]4[S:10][N:9]=[N:8][C:7]=4[C:2]([F:1])=[C:3]3[N:13]([C:14]3[CH:19]=[CH:18][C:17]([Br:20])=[CH:16][C:15]=3[Cl:21])[C:12]2=[O:22])(=[O:35])=[O:34])[CH2:32][CH2:31]1. The yield is 0.950. (3) The reactants are Br[CH2:2][C:3](=O)[CH2:4][CH2:5][CH2:6][CH3:7].[NH2:9][C:10]1[N:15]=[N:14][C:13]([N:16]2[CH2:21][CH2:20][N:19]([C:22]([C:24]3[CH:29]=[CH:28][CH:27]=[CH:26][C:25]=3[C:30]([F:33])([F:32])[F:31])=[O:23])[CH2:18][CH2:17]2)=[CH:12][CH:11]=1. No catalyst specified. The product is [CH2:4]([C:3]1[N:9]=[C:10]2[CH:11]=[CH:12][C:13]([N:16]3[CH2:17][CH2:18][N:19]([C:22]([C:24]4[CH:29]=[CH:28][CH:27]=[CH:26][C:25]=4[C:30]([F:33])([F:32])[F:31])=[O:23])[CH2:20][CH2:21]3)=[N:14][N:15]2[CH:2]=1)[CH2:5][CH2:6][CH3:7]. The yield is 0.420. (4) The reactants are [CH3:1][O:2][C:3]1[CH:8]=[CH:7][C:6]([C:9]2[C:14]([CH2:15]O)=[CH:13][CH:12]=[CH:11][N:10]=2)=[CH:5][CH:4]=1.S(Cl)([Cl:19])=O. No catalyst specified. The product is [Cl:19][CH2:15][C:14]1[C:9]([C:6]2[CH:7]=[CH:8][C:3]([O:2][CH3:1])=[CH:4][CH:5]=2)=[N:10][CH:11]=[CH:12][CH:13]=1. The yield is 0.550. (5) The reactants are [Cl:1][C:2]1[CH:3]=[C:4]([CH2:10][NH:11][C:12]2[C:21]3[C:16](=[CH:17][CH:18]=[C:19]([C:22]#[N:23])[CH:20]=3)[N:15]=[CH:14][C:13]=2[C:24]([OH:26])=[O:25])[CH:5]=[CH:6][C:7]=1[O:8][CH3:9].[F:27][C:28]1[C:33](O)=[C:32]([F:35])[C:31]([F:36])=[C:30]([F:37])[C:29]=1[F:38].C1(N=C=NC2CCCCC2)CCCCC1. The catalyst is CN(C=O)C.C(OCC)(=O)C. The product is [F:27][C:28]1[C:33]([O:25][C:24]([C:13]2[CH:14]=[N:15][C:16]3[C:21]([C:12]=2[NH:11][CH2:10][C:4]2[CH:5]=[CH:6][C:7]([O:8][CH3:9])=[C:2]([Cl:1])[CH:3]=2)=[CH:20][C:19]([C:22]#[N:23])=[CH:18][CH:17]=3)=[O:26])=[C:32]([F:35])[C:31]([F:36])=[C:30]([F:37])[C:29]=1[F:38]. The yield is 0.410.